From a dataset of Catalyst prediction with 721,799 reactions and 888 catalyst types from USPTO. Predict which catalyst facilitates the given reaction. Reactant: [I:1][C:2]1[CH:3]=[C:4]([N+:9]([O-])=O)[C:5]([NH2:8])=[N:6][CH:7]=1.C(O)C.Cl. Product: [I:1][C:2]1[CH:3]=[C:4]([NH2:9])[C:5]([NH2:8])=[N:6][CH:7]=1. The catalyst class is: 150.